This data is from Forward reaction prediction with 1.9M reactions from USPTO patents (1976-2016). The task is: Predict the product of the given reaction. (1) Given the reactants Br[C:2]1[CH:3]=[C:4]2[C@@:15]3([CH2:19][S:18][C:17]([NH2:20])=[N:16]3)[C:14]3[CH:13]=[C:12](Cl)[N:11]=[C:10]([F:22])[C:9]=3[O:8][C:5]2=[CH:6][CH:7]=1.[F:23][C:24]1[C:29](B(O)O)=[CH:28][CH:27]=[CH:26][N:25]=1.[O:33]1[CH2:38][CH2:37][CH:36]=[C:35](B2OC(C)(C)C(C)(C)O2)[CH2:34]1, predict the reaction product. The product is: [O:33]1[CH2:38][CH2:37][CH:36]=[C:35]([C:12]2[N:11]=[C:10]([F:22])[C:9]3[O:8][C:5]4[C:4]([C@@:15]5([CH2:19][S:18][C:17]([NH2:20])=[N:16]5)[C:14]=3[CH:13]=2)=[CH:3][C:2]([C:29]2[C:24]([F:23])=[N:25][CH:26]=[CH:27][CH:28]=2)=[CH:7][CH:6]=4)[CH2:34]1. (2) Given the reactants CNN.[C:4]1([CH2:10][C:11]([NH:13][CH:14]([CH2:19][CH2:20][O:21][N:22]2C(=O)C3=CC=CC=C3C2=O)[C:15]([O:17][CH3:18])=[O:16])=[O:12])[CH:9]=[CH:8][CH:7]=[CH:6][CH:5]=1, predict the reaction product. The product is: [C:4]1([CH2:10][C:11]([NH:13][CH:14]([CH2:19][CH2:20][O:21][NH2:22])[C:15]([O:17][CH3:18])=[O:16])=[O:12])[CH:9]=[CH:8][CH:7]=[CH:6][CH:5]=1. (3) Given the reactants [CH:1]1([C:4]2[C:5]([O:15][C@@H:16]3[CH2:21][CH2:20][CH2:19][N:18]([CH2:22][C:23]4[CH:28]=[CH:27][C:26]([F:29])=[CH:25][C:24]=4[C:30]([F:33])([F:32])[F:31])[CH2:17]3)=[CH:6][C:7]([F:14])=[C:8]([CH:13]=2)[C:9](OC)=[O:10])[CH2:3][CH2:2]1.[OH-].[Li+].Cl.C1(C2C(O[C@@H]3CCCN(CC4C=CC(F)=CC=4C(F)(F)F)C3)=CC(F)=C(C=2)C(O)=O)CC1.Cl.C(N=C=NCCCN(C)C)C.[CH3:81][S:82]([NH2:85])(=[O:84])=[O:83], predict the reaction product. The product is: [CH:1]1([C:4]2[C:5]([O:15][C@@H:16]3[CH2:21][CH2:20][CH2:19][N:18]([CH2:22][C:23]4[CH:28]=[CH:27][C:26]([F:29])=[CH:25][C:24]=4[C:30]([F:33])([F:32])[F:31])[CH2:17]3)=[CH:6][C:7]([F:14])=[C:8]([CH:13]=2)[C:9]([NH:85][S:82]([CH3:81])(=[O:84])=[O:83])=[O:10])[CH2:3][CH2:2]1.